This data is from Catalyst prediction with 721,799 reactions and 888 catalyst types from USPTO. The task is: Predict which catalyst facilitates the given reaction. (1) Reactant: [Cl:1][C:2]1[CH:11]=[CH:10][C:9]2[C:4](=[CH:5][CH:6]=[CH:7][CH:8]=2)[N:3]=1.C([N-]C(C)C)(C)C.[Li+].[CH2:20]([N:27]1[CH2:32][CH2:31][CH2:30][CH2:29][C:28]1=O)[C:21]1[CH:26]=[CH:25][CH:24]=[CH:23][CH:22]=1.[OH2:34]. Product: [CH2:20]([N:27]1[CH2:32][CH2:31][C:30]([C:11]2[C:2]([Cl:1])=[N:3][C:4]3[C:9]([CH:10]=2)=[CH:8][CH:7]=[CH:6][CH:5]=3)([OH:34])[CH2:29][CH2:28]1)[C:21]1[CH:26]=[CH:25][CH:24]=[CH:23][CH:22]=1. The catalyst class is: 1. (2) Reactant: [C:1]1(=[O:22])[N:5]([CH2:6][C:7]2[C:16]3[C:11](=[CH:12][CH:13]=[CH:14][CH:15]=3)[CH2:10][CH2:9][N:8]=2)[C:4](=[O:17])[C:3]2=[CH:18][CH:19]=[CH:20][CH:21]=[C:2]12.C1N=CN([C:28](N2C=NC=C2)=[O:29])C=1.CI.[NH:37]1[CH2:44][CH2:43][CH2:42][CH:38]1[C:39]([OH:41])=[O:40]. Product: [O:22]=[C:1]1[C:2]2[C:3](=[CH:18][CH:19]=[CH:20][CH:21]=2)[C:4](=[O:17])[N:5]1[CH2:6][CH:7]1[C:16]2[C:11](=[CH:12][CH:13]=[CH:14][CH:15]=2)[CH2:10][CH2:9][N:8]1[C:28]([N:37]1[CH2:44][CH2:43][CH2:42][CH:38]1[C:39]([OH:41])=[O:40])=[O:29]. The catalyst class is: 76. (3) Product: [Br:1][C:2]1[CH:10]=[CH:9][C:5]([C:6]([O:8][CH3:18])=[O:7])=[C:4]([CH2:12][CH:13]([CH3:15])[CH3:14])[CH:3]=1. Reactant: [Br:1][C:2]1[CH:10]=[CH:9][C:5]([C:6]([OH:8])=[O:7])=[C:4](F)[CH:3]=1.[CH2:12]([Mg]Br)[CH:13]([CH3:15])[CH3:14].[CH2:18](OCC)C. The catalyst class is: 84. (4) Reactant: [CH3:1][C:2]1[CH2:7][CH2:6][CH2:5][C:4]([CH3:9])([CH3:8])[C:3]=1[CH2:10][OH:11].[F:12][C:13]1[CH:14]=[C:15](O)[CH:16]=[CH:17][C:18]=1[CH3:19].C1(P(C2C=CC=CC=2)C2C=CC=CC=2)C=CC=CC=1.N(C(OCC)=O)=NC(OCC)=O. Product: [F:12][C:13]1[CH:14]=[C:15]([O:11][CH2:10][C:3]2[C:4]([CH3:8])([CH3:9])[CH2:5][CH2:6][CH2:7][C:2]=2[CH3:1])[CH:16]=[CH:17][C:18]=1[CH3:19]. The catalyst class is: 7. (5) Reactant: [Br:1][C:2]1[CH:3]=[C:4]([CH2:8][C:9](O)=[O:10])[CH:5]=[CH:6][CH:7]=1.B#B.O. Product: [OH:10][CH2:9][CH2:8][C:4]1[CH:3]=[C:2]([Br:1])[CH:7]=[CH:6][CH:5]=1. The catalyst class is: 7. (6) Reactant: [OH:1][CH:2]([C:13]1[C:22]2[C:17](=[CH:18][CH:19]=[CH:20][CH:21]=2)[CH:16]=[CH:15][CH:14]=1)[CH:3]([C:7]1[CH:12]=[CH:11][CH:10]=[CH:9][CH:8]=1)CC#N.B.C1COCC1.[NH2:29][CH2:30]C(C1C=CC2C(=CC=CC=2)C=1)C(C1C=CC(F)=CC=1)O. Product: [NH2:29][CH2:30][CH:3]([C:7]1[CH:8]=[CH:9][CH:10]=[CH:11][CH:12]=1)[CH:2]([C:13]1[C:22]2[C:17](=[CH:18][CH:19]=[CH:20][CH:21]=2)[CH:16]=[CH:15][CH:14]=1)[OH:1]. The catalyst class is: 1.